This data is from Full USPTO retrosynthesis dataset with 1.9M reactions from patents (1976-2016). The task is: Predict the reactants needed to synthesize the given product. (1) Given the product [CH3:11][O:12][CH2:13][CH2:14][O:15][C:2]1[CH:7]=[CH:6][C:5]([N+:8]([O-:10])=[O:9])=[CH:4][N:3]=1, predict the reactants needed to synthesize it. The reactants are: Cl[C:2]1[CH:7]=[CH:6][C:5]([N+:8]([O-:10])=[O:9])=[CH:4][N:3]=1.[CH3:11][O:12][CH2:13][CH2:14][OH:15].[H-].[Na+].C(O)(=O)C. (2) The reactants are: CCN=C=NCCCN(C)C.C1C=CC2N(O)N=NC=2C=1.[F:22][C:23]1[C:24](=[O:44])[N:25]2[C:29](=[C:30]([C:41](O)=[O:42])[C:31]=1[NH:32][C:33]1[CH:38]=[CH:37][C:36]([I:39])=[CH:35][C:34]=1[F:40])[CH2:28][CH2:27][CH2:26]2.[C:45]([O:49][C:50]([N:52]1[CH2:57][CH2:56][CH2:55][CH2:54][CH:53]1[C:58]1([OH:62])[CH2:61][NH:60][CH2:59]1)=[O:51])([CH3:48])([CH3:47])[CH3:46]. Given the product [C:45]([O:49][C:50]([N:52]1[CH2:57][CH2:56][CH2:55][CH2:54][CH:53]1[C:58]1([OH:62])[CH2:59][N:60]([C:41]([C:30]2[C:31]([NH:32][C:33]3[CH:38]=[CH:37][C:36]([I:39])=[CH:35][C:34]=3[F:40])=[C:23]([F:22])[C:24](=[O:44])[N:25]3[C:29]=2[CH2:28][CH2:27][CH2:26]3)=[O:42])[CH2:61]1)=[O:51])([CH3:48])([CH3:46])[CH3:47], predict the reactants needed to synthesize it. (3) Given the product [C:1]([O:5][C:6]([N:8]1[CH2:12][C@@H:11]([CH2:13][N:14]([CH:31]([CH3:32])[CH3:33])[C:15](=[O:30])[C:16]2[CH:21]=[CH:20][C:19]([O:22][CH3:23])=[C:18]([O:24][CH2:25][CH2:26][CH2:27][O:28][CH3:29])[CH:17]=2)[C@H:10]([NH:34][C:35](=[O:47])[CH:36]([OH:43])[C:37]2[CH:38]=[CH:39][CH:40]=[CH:41][CH:42]=2)[CH2:9]1)=[O:7])([CH3:3])([CH3:4])[CH3:2], predict the reactants needed to synthesize it. The reactants are: [C:1]([O:5][C:6]([N:8]1[CH2:12][C@@H:11]([CH2:13][N:14]([CH:31]([CH3:33])[CH3:32])[C:15](=[O:30])[C:16]2[CH:21]=[CH:20][C:19]([O:22][CH3:23])=[C:18]([O:24][CH2:25][CH2:26][CH2:27][O:28][CH3:29])[CH:17]=2)[C@H:10]([NH:34][C:35](=[O:47])[CH:36]([O:43]C(=O)C)[C:37]2[CH:42]=[CH:41][CH:40]=[CH:39][CH:38]=2)[CH2:9]1)=[O:7])([CH3:4])([CH3:3])[CH3:2].[Li+].[OH-].O.Cl. (4) Given the product [CH3:13][O:14][CH2:15][C:16]([CH3:50])([CH3:51])[O:17][C:18]1[CH:19]=[CH:20][C:21]([N:24]2[C:29](=[O:30])[C:28]([CH2:31][C:32]3[CH:37]=[CH:36][C:35]([C:38]4[CH:43]=[CH:42][CH:41]=[CH:40][C:39]=4[C:44]4[NH:3][C:4](=[O:7])[O:5][N:45]=4)=[CH:34][CH:33]=3)=[C:27]([CH2:46][CH2:47][CH3:48])[N:26]=[C:25]2[CH3:49])=[CH:22][CH:23]=1, predict the reactants needed to synthesize it. The reactants are: [Cl-].O[NH3+:3].[C:4](=[O:7])([O-])[OH:5].[Na+].CS(C)=O.[CH3:13][O:14][CH2:15][C:16]([CH3:51])([CH3:50])[O:17][C:18]1[CH:23]=[CH:22][C:21]([N:24]2[C:29](=[O:30])[C:28]([CH2:31][C:32]3[CH:37]=[CH:36][C:35]([C:38]4[C:39]([C:44]#[N:45])=[CH:40][CH:41]=[CH:42][CH:43]=4)=[CH:34][CH:33]=3)=[C:27]([CH2:46][CH2:47][CH3:48])[N:26]=[C:25]2[CH3:49])=[CH:20][CH:19]=1.